Dataset: Catalyst prediction with 721,799 reactions and 888 catalyst types from USPTO. Task: Predict which catalyst facilitates the given reaction. (1) Reactant: [Cl:1][C:2]1[CH:3]=[CH:4][C:5]([N+:24]([O-:26])=[O:25])=[C:6]([CH:23]=1)[O:7][CH:8]([CH2:20][CH2:21][CH3:22])[CH2:9][CH2:10][N:11](C)[C:12](=[O:18])[O:13]C(C)(C)C.N.[C:28](=[O:31])([OH:30])[O-].[Na+]. Product: [C:12]([OH:18])(=[O:13])[C:28]([OH:30])=[O:31].[Cl:1][C:2]1[CH:3]=[CH:4][C:5]([N+:24]([O-:26])=[O:25])=[C:6]([CH:23]=1)[O:7][CH:8]([CH2:20][CH2:21][CH3:22])[CH2:9][CH2:10][NH:11][CH3:12]. The catalyst class is: 89. (2) Reactant: [NH2:1][C@:2]12[CH2:38][CH2:37][C@@H:36]([C:39]([CH3:41])=[CH2:40])[C@@H:3]1[C@@H:4]1[C@@:17]([CH3:20])([CH2:18][CH2:19]2)[C@@:16]2([CH3:21])[C@@H:7]([C@:8]3([CH3:35])[C@@H:13]([CH2:14][CH2:15]2)[C:12]([CH3:23])([CH3:22])[C:11]([C:24]2[CH2:29][CH2:28][CH:27]([C:30]([O:32][CH2:33][CH3:34])=[O:31])[CH2:26][CH:25]=2)=[CH:10][CH2:9]3)[CH2:6][CH2:5]1.[CH2:42](Br)[CH2:43][OH:44].[I-].[K+].P(=O)(O)(O)O.[K]. Product: [OH:44][CH2:43][CH2:42][NH:1][C@:2]12[CH2:38][CH2:37][C@@H:36]([C:39]([CH3:41])=[CH2:40])[C@@H:3]1[C@@H:4]1[C@@:17]([CH3:20])([CH2:18][CH2:19]2)[C@@:16]2([CH3:21])[C@@H:7]([C@:8]3([CH3:35])[C@@H:13]([CH2:14][CH2:15]2)[C:12]([CH3:23])([CH3:22])[C:11]([C:24]2[CH2:29][CH2:28][CH:27]([C:30]([O:32][CH2:33][CH3:34])=[O:31])[CH2:26][CH:25]=2)=[CH:10][CH2:9]3)[CH2:6][CH2:5]1. The catalyst class is: 10. (3) Reactant: [CH3:1][C:2]1[S:6][C:5]([C:7]2[CH:12]=[CH:11][N:10]=[CH:9][C:8]=2[N:13]2[CH2:18][CH2:17][CH:16]([C:19]([OH:21])=O)[CH2:15][CH2:14]2)=[N:4][N:3]=1.Cl.[CH3:23][C@:24]1([C:29]([O:31][CH3:32])=[O:30])[CH2:28][CH2:27][CH2:26][NH:25]1.CN(C(ON1N=NC2C=CC=NC1=2)=[N+](C)C)C.F[P-](F)(F)(F)(F)F.CCN(C(C)C)C(C)C. Product: [CH3:23][C@:24]1([C:29]([O:31][CH3:32])=[O:30])[CH2:28][CH2:27][CH2:26][N:25]1[C:19]([CH:16]1[CH2:15][CH2:14][N:13]([C:8]2[CH:9]=[N:10][CH:11]=[CH:12][C:7]=2[C:5]2[S:6][C:2]([CH3:1])=[N:3][N:4]=2)[CH2:18][CH2:17]1)=[O:21]. The catalyst class is: 136. (4) Reactant: [Cl:1][C:2]1[CH:7]=[CH:6][CH:5]=[CH:4][C:3]=1[CH:8]1[CH2:12][CH2:11][CH2:10][NH:9]1.[C:13]([O:17][C:18](O[C:18]([O:17][C:13]([CH3:16])([CH3:15])[CH3:14])=[O:19])=[O:19])([CH3:16])([CH3:15])[CH3:14].C([O-])(O)=O.[Na+]. Product: [C:13]([O:17][C:18]([N:9]1[CH2:10][CH2:11][CH2:12][CH:8]1[C:3]1[CH:4]=[CH:5][CH:6]=[CH:7][C:2]=1[Cl:1])=[O:19])([CH3:16])([CH3:15])[CH3:14]. The catalyst class is: 20. (5) Product: [Cl:1][C:2]1[CH:7]=[C:6]([NH:8][CH2:9][C:10]2[O:11][CH:12]=[CH:13][CH:14]=2)[C:5]([C:15]([O:17][CH2:18][C:19]([Cl:22])([Cl:21])[Cl:20])=[O:16])=[CH:4][C:3]=1[S:23]([NH:26][CH2:27][O:28][C:29](=[O:37])[CH2:30][CH2:31][CH2:32][CH2:33][C:34]([O:36][CH2:45][Cl:46])=[O:35])(=[O:25])=[O:24]. Reactant: [Cl:1][C:2]1[CH:7]=[C:6]([NH:8][CH2:9][C:10]2[O:11][CH:12]=[CH:13][CH:14]=2)[C:5]([C:15]([O:17][CH2:18][C:19]([Cl:22])([Cl:21])[Cl:20])=[O:16])=[CH:4][C:3]=1[S:23]([NH:26][CH2:27][O:28][C:29](=[O:37])[CH2:30][CH2:31][CH2:32][CH2:33][C:34]([OH:36])=[O:35])(=[O:25])=[O:24].C(=O)([O-])[O-].[Cs+].[Cs+].Br[CH2:45][Cl:46]. The catalyst class is: 24. (6) Reactant: [OH-].[K+].[CH3:3]C1C=CC(S(N(N=O)C)(=O)=O)=CC=1.C(O)CO.CCOCC.[NH:26]1[C:30]2[CH:31]=[C:32]([N:35]3[CH:39]([C:40]4[CH:45]=[CH:44][CH:43]=[C:42]([F:46])[C:41]=4[F:47])[C:38]([CH2:48][CH3:49])=[C:37]([OH:50])[C:36]3=[O:51])[CH:33]=[CH:34][C:29]=2[N:28]=[CH:27]1. Product: [NH:26]1[C:30]2[CH:31]=[C:32]([N:35]3[CH:39]([C:40]4[CH:45]=[CH:44][CH:43]=[C:42]([F:46])[C:41]=4[F:47])[C:38]([CH2:48][CH3:49])=[C:37]([O:50][CH3:3])[C:36]3=[O:51])[CH:33]=[CH:34][C:29]=2[N:28]=[CH:27]1. The catalyst class is: 5. (7) Reactant: CS(O)(=O)=O.[CH:6]1[C:11]([C@H:12]2[C@H:17]([CH2:18][O:19][C:20]3[CH:21]=[CH:22][C:23]4[O:28][CH2:27][O:26][C:24]=4[CH:25]=3)[CH2:16][NH:15][CH2:14][CH2:13]2)=[CH:10][CH:9]=[C:8]([F:29])[CH:7]=1.C(OCC)(=O)C. Product: [CH:10]1[C:11]([C@H:12]2[C@H:17]([CH2:18][O:19][C:20]3[CH:21]=[CH:22][C:23]4[O:28][CH2:27][O:26][C:24]=4[CH:25]=3)[CH2:16][NH:15][CH2:14][CH2:13]2)=[CH:6][CH:7]=[C:8]([F:29])[CH:9]=1. The catalyst class is: 8.